From a dataset of Full USPTO retrosynthesis dataset with 1.9M reactions from patents (1976-2016). Predict the reactants needed to synthesize the given product. (1) Given the product [ClH:1].[C:14]1([C@H:13]2[C@@H:12]([C:20]3[CH:25]=[CH:24][CH:23]=[CH:22][CH:21]=3)[NH:11][C:10]([NH:26][C:27](=[O:35])[C:28]3[CH:29]=[CH:30][C:31]([F:34])=[CH:32][CH:33]=3)=[N:9]2)[CH:15]=[CH:16][CH:17]=[CH:18][CH:19]=1, predict the reactants needed to synthesize it. The reactants are: [ClH:1].C(OC([N:9]1[C@H:13]([C:14]2[CH:19]=[CH:18][CH:17]=[CH:16][CH:15]=2)[C@H:12]([C:20]2[CH:25]=[CH:24][CH:23]=[CH:22][CH:21]=2)[N:11]=[C:10]1[NH:26][C:27](=[O:35])[C:28]1[CH:33]=[CH:32][C:31]([F:34])=[CH:30][CH:29]=1)=O)(C)(C)C. (2) Given the product [CH2:1]([O:8][C:9]([N:11]1[CH2:15][C@@H:14]([O:16][Si:17]([C:20]([CH3:22])([CH3:23])[CH3:21])([CH3:19])[CH3:18])[CH2:13][C@@H:12]1[CH2:24][C:25]1[C:26]([CH3:32])=[N:27][N:28]([CH3:31])[C:29]=1[CH3:30])=[O:10])[C:2]1[CH:3]=[CH:4][CH:5]=[CH:6][CH:7]=1, predict the reactants needed to synthesize it. The reactants are: [CH2:1]([O:8][C:9]([N:11]1[CH2:15][C@@H:14]([O:16][Si:17]([C:20]([CH3:23])([CH3:22])[CH3:21])([CH3:19])[CH3:18])[CH2:13][C@@H:12]1[CH:24](OC(OC1C=CC=CC=1)=S)[C:25]1[C:26]([CH3:32])=[N:27][N:28]([CH3:31])[C:29]=1[CH3:30])=[O:10])[C:2]1[CH:7]=[CH:6][CH:5]=[CH:4][CH:3]=1.C([SnH](CCCC)CCCC)CCC.N(C(C)(C)C#N)=NC(C)(C)C#N.